From a dataset of Reaction yield outcomes from USPTO patents with 853,638 reactions. Predict the reaction yield, written as a fraction of the theoretical maximum amount of product (1.0 means a 100% yield; for example, 0.34 means a 34% yield). (1) The reactants are Cl[C:2]1[CH:3]=[C:4]([CH:18]=[C:19]([NH:21][CH:22]([CH3:24])[CH3:23])[N:20]=1)[C:5]([NH:7][CH2:8][C:9]1[C:10](=[O:17])[NH:11][C:12]([CH3:16])=[CH:13][C:14]=1[CH3:15])=[O:6].B(O)O.[C:28]([O-:31])([O-])=O.[Na+].[Na+].O1[CH2:39][CH2:38]OCC1.O. The catalyst is C1C=CC([P]([Pd]([P](C2C=CC=CC=2)(C2C=CC=CC=2)C2C=CC=CC=2)([P](C2C=CC=CC=2)(C2C=CC=CC=2)C2C=CC=CC=2)[P](C2C=CC=CC=2)(C2C=CC=CC=2)C2C=CC=CC=2)(C2C=CC=CC=2)C2C=CC=CC=2)=CC=1. The product is [CH3:15][C:14]1[CH:13]=[C:12]([CH3:16])[NH:11][C:10](=[O:17])[C:9]=1[CH2:8][NH:7][C:5](=[O:6])[C:4]1[CH:18]=[C:19]([NH:21][CH:22]([CH3:24])[CH3:23])[N:20]=[C:2]([C:39]2[CH:38]=[CH:5][C:4]([CH:28]=[O:31])=[CH:3][CH:2]=2)[CH:3]=1. The yield is 0.857. (2) The reactants are [CH:1]1([NH:4][C:5](=[O:10])[C@@H:6]([NH2+:8][CH3:9])[CH3:7])[CH2:3][CH2:2]1.[Cl-].[CH3:12][N:13]1[C:25]2[CH2:24][CH2:23][CH:22]([CH:26]3[CH2:31][CH2:30][O:29][CH2:28][CH2:27]3)[CH2:21][C:20]=2[C:19]2[C:14]1=[CH:15][CH:16]=[C:17]([C:32](O)=[O:33])[CH:18]=2.CCN(C(C)C)C(C)C.CN(C(ON1N=NC2C=CC=NC1=2)=[N+](C)C)C.F[P-](F)(F)(F)(F)F. The catalyst is CN(C=O)C. The product is [CH:1]1([NH:4][C:5](=[O:10])[C@@H:6]([N:8]([CH3:9])[C:32]([C:17]2[CH:18]=[C:19]3[C:14](=[CH:15][CH:16]=2)[N:13]([CH3:12])[C:25]2[CH2:24][CH2:23][CH:22]([CH:26]4[CH2:27][CH2:28][O:29][CH2:30][CH2:31]4)[CH2:21][C:20]3=2)=[O:33])[CH3:7])[CH2:3][CH2:2]1. The yield is 0.570. (3) The reactants are [Cl:1][C:2]1[N:10]=[C:9]([Cl:11])[CH:8]=[C:7]([CH3:12])[C:3]=1[C:4]([OH:6])=[O:5].C(N)(N)=[O:14].OO.FC(F)(F)C(OC(=O)C(F)(F)F)=O. The catalyst is C(Cl)Cl. The product is [Cl:1][C:2]1[N+:10]([O-:14])=[C:9]([Cl:11])[CH:8]=[C:7]([CH3:12])[C:3]=1[C:4]([OH:6])=[O:5]. The yield is 0.410.